This data is from Forward reaction prediction with 1.9M reactions from USPTO patents (1976-2016). The task is: Predict the product of the given reaction. (1) Given the reactants [CH:1]1([C:4]2[N:13]=[C:12]([NH:14]CCNC3C=CC=CC=3)[C:11]3[C:6](=[CH:7][C:8]([O:26][CH3:27])=[C:9]([O:24][CH3:25])[CH:10]=3)[N:5]=2)[CH2:3][CH2:2]1.Cl.[CH3:29][O:30][C:31]1[CH:36]=[CH:35][CH:34]=[CH:33][C:32]=1[NH:37][CH:38]1[CH2:43][CH2:42]N[CH2:40][CH2:39]1.C1(NCCN)C=CC=CC=1, predict the reaction product. The product is: [CH:1]1([C:4]2[N:13]=[C:12]([N:14]3[CH2:42][CH2:43][CH:38]([NH:37][C:32]4[CH:33]=[CH:34][CH:35]=[CH:36][C:31]=4[O:30][CH3:29])[CH2:39][CH2:40]3)[C:11]3[C:6](=[CH:7][C:8]([O:26][CH3:27])=[C:9]([O:24][CH3:25])[CH:10]=3)[N:5]=2)[CH2:3][CH2:2]1. (2) The product is: [CH3:1][CH:2]([CH3:30])[CH2:3][C@H:4]([NH:18][C:19](=[O:29])[C@H:20]([CH2:22][C:23]1[CH:24]=[CH:25][CH:26]=[CH:27][CH:28]=1)[NH:21][C:37]([C:32]1[CH:33]=[N:34][CH:35]=[CH:36][N:31]=1)=[O:38])[B:5]1[O:9][C@@H:8]2[CH2:10][C@@H:11]3[CH2:14][C@H:13]([C@:7]2([CH3:17])[O:6]1)[C:12]3([CH3:16])[CH3:15]. Given the reactants [CH3:1][CH:2]([CH3:30])[CH2:3][C@@H:4]([NH:18][C:19](=[O:29])[C@H:20]([CH2:22][C:23]1[CH:28]=[CH:27][CH:26]=[CH:25][CH:24]=1)[NH2:21])[B:5]1[O:9][C@H:8]2[CH2:10][C@@H:11]3[CH2:14][C@H:13]([C@:7]2([CH3:17])[O:6]1)[C:12]3([CH3:16])[CH3:15].[N:31]1[CH:36]=[CH:35][N:34]=[CH:33][C:32]=1[C:37](O)=[O:38].F[B-](F)(F)F.N1(OC(N(C)C)=[N+](C)C)C2C=CC=CC=2N=N1.C(N(C(C)C)CC)(C)C, predict the reaction product. (3) Given the reactants [CH3:1][N:2]1[CH2:14][CH2:13][C:5]2[NH:6][C:7]3[CH:8]=[CH:9][CH:10]=[CH:11][C:12]=3[C:4]=2[CH2:3]1.[CH3:15][C:16]1[CH:23]=[CH:22][C:19]([CH:20]=[CH2:21])=[CH:18][CH:17]=1.[H-].[Na+], predict the reaction product. The product is: [CH3:1][N:2]1[CH2:14][CH2:13][C:5]2[N:6]([CH2:21][CH2:20][C:19]3[CH:22]=[CH:23][C:16]([CH3:15])=[CH:17][CH:18]=3)[C:7]3[CH:8]=[CH:9][CH:10]=[CH:11][C:12]=3[C:4]=2[CH2:3]1.